From a dataset of Forward reaction prediction with 1.9M reactions from USPTO patents (1976-2016). Predict the product of the given reaction. (1) Given the reactants Br[C:2]1[N:3]=[C:4]([C:9]2[N:13]=[C:12]([C:14]3[CH:19]=[CH:18][CH:17]=[CH:16][CH:15]=3)[O:11][N:10]=2)[C:5]([NH2:8])=[N:6][CH:7]=1.[C:20]([O-:23])([O-])=[O:21].[Na+].[Na+].O, predict the reaction product. The product is: [NH2:8][C:5]1[N:6]=[CH:7][C:2]([C:14]2[CH:19]=[CH:18][C:17]([C:20]([OH:23])=[O:21])=[CH:16][CH:15]=2)=[N:3][C:4]=1[C:9]1[N:13]=[C:12]([C:14]2[CH:19]=[CH:18][CH:17]=[CH:16][CH:15]=2)[O:11][N:10]=1. (2) The product is: [OH:8][CH2:9][CH2:10][O:11][CH2:12][CH2:13][O:14][CH2:15][CH2:16][O:17][CH2:18][C:19]([O:21][C:22]([CH3:25])([CH3:24])[CH3:23])=[O:20]. Given the reactants C1(C[O:8][CH2:9][CH2:10][O:11][CH2:12][CH2:13][O:14][CH2:15][CH2:16][O:17][CH2:18][C:19]([O:21][C:22]([CH3:25])([CH3:24])[CH3:23])=[O:20])C=CC=CC=1, predict the reaction product. (3) Given the reactants [Na+].[CH3:2][S:3]([O-:5])=[O:4].[Br:6][C:7]1[CH:12]=[C:11]([N+]([O-])=O)[CH:10]=[C:9]([Br:16])[N:8]=1, predict the reaction product. The product is: [Br:6][C:7]1[CH:12]=[C:11]([S:3]([CH3:2])(=[O:5])=[O:4])[CH:10]=[C:9]([Br:16])[N:8]=1. (4) Given the reactants C[C:2](C)([O-:4])C.[K+].[Cl:7][C:8]1[N:16]=[C:15](Cl)[CH:14]=[CH:13][C:9]=1[C:10]([OH:12])=[O:11], predict the reaction product. The product is: [Cl:7][C:8]1[N:16]=[C:15]([O:4][CH3:2])[CH:14]=[CH:13][C:9]=1[C:10]([OH:12])=[O:11]. (5) Given the reactants [Cl:1][C:2]1[CH:7]=[CH:6][N:5]=[C:4]2[CH:8]=[C:9]([C:11]([OH:13])=O)[S:10][C:3]=12.Cl.[NH:15]1[CH2:18][CH2:17][CH2:16]1, predict the reaction product. The product is: [N:15]1([C:11]([C:9]2[S:10][C:3]3[C:4](=[N:5][CH:6]=[CH:7][C:2]=3[Cl:1])[CH:8]=2)=[O:13])[CH2:18][CH2:17][CH2:16]1. (6) Given the reactants C([N:8]1[CH2:13][CH2:12][N:11]([C@@H:14]([CH2:19][NH:20][C:21]([O:23][C:24]([CH3:27])([CH3:26])[CH3:25])=[O:22])[C:15]([O:17][CH3:18])=[O:16])[CH2:10][CH2:9]1)C1C=CC=CC=1, predict the reaction product. The product is: [C:24]([O:23][C:21]([NH:20][CH2:19][C@H:14]([N:11]1[CH2:10][CH2:9][NH:8][CH2:13][CH2:12]1)[C:15]([O:17][CH3:18])=[O:16])=[O:22])([CH3:27])([CH3:25])[CH3:26]. (7) Given the reactants [N-:1]=[N+:2]=[N-:3].[Na+].[NH4+].[Cl-].[N:7]1[C:11]2[CH:12]=[CH:13][C:14]([C:16]([N:18]3[CH2:25][CH2:24][C@:23]4([CH3:28])[C@H:26]([CH3:27])[C@H:19]3[CH2:20][C:21]3[CH:32]=[CH:31][C:30]([C:33]#[N:34])=[CH:29][C:22]=34)=[O:17])=[CH:15][C:10]=2[NH:9][CH:8]=1, predict the reaction product. The product is: [N:7]1[C:11]2[CH:12]=[CH:13][C:14]([C:16]([N:18]3[CH2:25][CH2:24][C@:23]4([CH3:28])[C@H:26]([CH3:27])[C@H:19]3[CH2:20][C:21]3[CH:32]=[CH:31][C:30]([C:33]5[NH:34][N:3]=[N:2][N:1]=5)=[CH:29][C:22]=34)=[O:17])=[CH:15][C:10]=2[NH:9][CH:8]=1.